Dataset: Full USPTO retrosynthesis dataset with 1.9M reactions from patents (1976-2016). Task: Predict the reactants needed to synthesize the given product. (1) Given the product [CH2:23]([N:30]1[CH2:33][C:3]2[CH:4]=[C:5]3[C:10](=[C:11]([CH3:12])[C:2]=2[O:32][CH2:31]1)[O:9][CH2:8][C:7]([C:13]1[CH:18]=[CH:17][C:16]([O:19][CH3:20])=[C:15]([O:21][CH3:22])[CH:14]=1)=[CH:6]3)[C:24]1[CH:29]=[CH:28][CH:27]=[CH:26][CH:25]=1, predict the reactants needed to synthesize it. The reactants are: O[C:2]1[C:11]([CH3:12])=[C:10]2[C:5]([CH:6]=[C:7]([C:13]3[CH:18]=[CH:17][C:16]([O:19][CH3:20])=[C:15]([O:21][CH3:22])[CH:14]=3)[CH2:8][O:9]2)=[CH:4][CH:3]=1.[CH2:23]([NH2:30])[C:24]1[CH:29]=[CH:28][CH:27]=[CH:26][CH:25]=1.[CH2:31]=[O:32].[CH2:33](O)C. (2) Given the product [Cl:25][C:18]1[N:17]=[C:16]([NH:7][CH:4]2[CH2:5][CH2:6][O:1][CH2:2][CH2:3]2)[C:21]([N+:22]([O-:24])=[O:23])=[CH:20][CH:19]=1, predict the reactants needed to synthesize it. The reactants are: [O:1]1[CH2:6][CH2:5][CH:4]([NH2:7])[CH2:3][CH2:2]1.C(N(CC)CC)C.Cl[C:16]1[C:21]([N+:22]([O-:24])=[O:23])=[CH:20][CH:19]=[C:18]([Cl:25])[N:17]=1.